Dataset: Peptide-MHC class II binding affinity with 134,281 pairs from IEDB. Task: Regression. Given a peptide amino acid sequence and an MHC pseudo amino acid sequence, predict their binding affinity value. This is MHC class II binding data. (1) The peptide sequence is KSTNGLRIKSYEDAK. The MHC is DRB1_1001 with pseudo-sequence DRB1_1001. The binding affinity (normalized) is 0.233. (2) The peptide sequence is YDKFLANVLTVLTGK. The MHC is DRB1_0405 with pseudo-sequence DRB1_0405. The binding affinity (normalized) is 0.657. (3) The binding affinity (normalized) is 0.350. The peptide sequence is ARTDLLAFTAFPKQI. The MHC is HLA-DQA10102-DQB10602 with pseudo-sequence HLA-DQA10102-DQB10602. (4) The peptide sequence is RQNIHSLSPQEREQF. The MHC is DRB4_0101 with pseudo-sequence DRB4_0103. The binding affinity (normalized) is 0.435. (5) The peptide sequence is PRGGPGRSYAADAGY. The MHC is DRB3_0202 with pseudo-sequence DRB3_0202. The binding affinity (normalized) is 0. (6) The peptide sequence is TLLYPLFNLWGPAFHER. The MHC is DRB1_0701 with pseudo-sequence DRB1_0701. The binding affinity (normalized) is 0. (7) The peptide sequence is ATPPPPPPPQLGASP. The MHC is HLA-DPA10103-DPB10201 with pseudo-sequence HLA-DPA10103-DPB10201. The binding affinity (normalized) is 0.0390. (8) The peptide sequence is KKPDKPSLDISLETVAID. The MHC is DRB1_0701 with pseudo-sequence DRB1_0701. The binding affinity (normalized) is 0.438. (9) The MHC is DRB1_1101 with pseudo-sequence DRB1_1101. The peptide sequence is APQIVRGASEDVRKQPYNLTIAWFRMGG. The binding affinity (normalized) is 0.473. (10) The peptide sequence is CFNCGKEGHLARNCRAPR. The MHC is HLA-DQA10501-DQB10301 with pseudo-sequence HLA-DQA10501-DQB10301. The binding affinity (normalized) is 0.0992.